From a dataset of Full USPTO retrosynthesis dataset with 1.9M reactions from patents (1976-2016). Predict the reactants needed to synthesize the given product. (1) Given the product [CH3:24][O:23][C:20]1[CH:19]=[CH:18][C:17]([CH2:16][N:15]([CH2:25][C:26]2[CH:31]=[CH:30][C:29]([O:32][CH3:33])=[CH:28][CH:27]=2)[C:10]2[N:11]=[C:12]([CH3:14])[N:13]=[C:8]([C:7]3[C:2]([NH:57][C:55]4[CH:54]=[C:53]5[C:48]([CH:49]=[CH:50][CH:51]=[N:52]5)=[C:47]([F:46])[CH:56]=4)=[N:3][CH:4]=[C:5]([C@H:34]([N:36]4[CH2:41][CH2:40][N:39]([S:42]([CH3:45])(=[O:43])=[O:44])[CH2:38][CH2:37]4)[CH3:35])[CH:6]=3)[N:9]=2)=[CH:22][CH:21]=1, predict the reactants needed to synthesize it. The reactants are: F[C:2]1[C:7]([C:8]2[N:13]=[C:12]([CH3:14])[N:11]=[C:10]([N:15]([CH2:25][C:26]3[CH:31]=[CH:30][C:29]([O:32][CH3:33])=[CH:28][CH:27]=3)[CH2:16][C:17]3[CH:22]=[CH:21][C:20]([O:23][CH3:24])=[CH:19][CH:18]=3)[N:9]=2)=[CH:6][C:5]([C@H:34]([N:36]2[CH2:41][CH2:40][N:39]([S:42]([CH3:45])(=[O:44])=[O:43])[CH2:38][CH2:37]2)[CH3:35])=[CH:4][N:3]=1.[F:46][C:47]1[CH:56]=[C:55]([NH2:57])[CH:54]=[C:53]2[C:48]=1[CH:49]=[CH:50][CH:51]=[N:52]2.C[Si]([N-][Si](C)(C)C)(C)C.[Li+]. (2) The reactants are: [CH3:1][NH:2][C:3]([N:5]1[CH2:10][CH2:9][N:8](CC2C=CC=CC=2)[CH2:7][CH2:6]1)=[O:4]. Given the product [CH3:1][NH:2][C:3]([N:5]1[CH2:10][CH2:9][NH:8][CH2:7][CH2:6]1)=[O:4], predict the reactants needed to synthesize it. (3) Given the product [CH2:6]([O:8][C:9]([C:10]1[N:14]=[C:13]([C:15]2[CH:16]=[C:17]3[C:21](=[CH:22][CH:23]=2)[N:20]([CH3:24])[C:19]2[N:25]([CH3:38])[C:26](=[O:37])[C:27]([C:29]4[CH:34]=[CH:33][C:32]([Cl:35])=[CH:31][C:30]=4[Cl:36])=[CH:28][C:18]3=2)[S:12][CH:11]=1)=[O:40])[CH3:7], predict the reactants needed to synthesize it. The reactants are: OS(O)(=O)=O.[CH2:6]([O:8][C:9](=[O:40])[C:10](=O)[CH2:11][S:12][C:13]([C:15]1[CH:16]=[C:17]2[C:21](=[CH:22][CH:23]=1)[N:20]([CH3:24])[C:19]1[N:25]([CH3:38])[C:26](=[O:37])[C:27]([C:29]3[CH:34]=[CH:33][C:32]([Cl:35])=[CH:31][C:30]=3[Cl:36])=[CH:28][C:18]2=1)=[NH:14])[CH3:7].[OH-].[Na+].